Dataset: Forward reaction prediction with 1.9M reactions from USPTO patents (1976-2016). Task: Predict the product of the given reaction. (1) Given the reactants C[Si](C)(C)N[Si](C)(C)C.[K].[CH3:11][O:12][C:13]1[CH:31]=[CH:30][C:16]([C:17]([C:19]2[C:28](=[O:29])[C:27]3[C:22](=[CH:23][CH:24]=[CH:25][CH:26]=3)[NH:21][CH:20]=2)=[O:18])=[CH:15][C:14]=1[CH3:32].Br[CH2:34][C:35]1[N:40]=[C:39]([NH:41][C:42](=[O:47])[C:43]([F:46])([F:45])[F:44])[CH:38]=[CH:37][CH:36]=1.O, predict the reaction product. The product is: [F:46][C:43]([F:44])([F:45])[C:42]([NH:41][C:39]1[CH:38]=[CH:37][CH:36]=[C:35]([CH2:34][N:21]2[C:22]3[C:27](=[CH:26][CH:25]=[CH:24][CH:23]=3)[C:28](=[O:29])[C:19]([C:17](=[O:18])[C:16]3[CH:30]=[CH:31][C:13]([O:12][CH3:11])=[C:14]([CH3:32])[CH:15]=3)=[CH:20]2)[N:40]=1)=[O:47]. (2) Given the reactants Br[CH2:2][C:3]([C:5]1[CH:10]=[CH:9][CH:8]=[CH:7][N:6]=1)=O.[CH3:11][C:12]1[CH:17]=[CH:16][N:15]=[C:14]([NH:18][C:19]([NH2:21])=[S:20])[N:13]=1, predict the reaction product. The product is: [CH3:11][C:12]1[CH:17]=[CH:16][N:15]=[C:14]([NH:18][C:19]2[S:20][CH:2]=[C:3]([C:5]3[CH:10]=[CH:9][CH:8]=[CH:7][N:6]=3)[N:21]=2)[N:13]=1. (3) The product is: [C:10]([CH:9]([C:4]1[CH:5]=[CH:6][C:7]([Cl:8])=[C:2]([Cl:1])[CH:3]=1)[N:12]1[C:21]2[C:16](=[CH:17][CH:18]=[C:19]([C:22]([F:25])([F:23])[F:24])[CH:20]=2)[N:15]([C:35]([O:37][CH2:38][CH3:39])=[O:36])[CH:14]([CH2:26][CH3:27])[CH2:13]1)#[N:11]. Given the reactants [Cl:1][C:2]1[CH:3]=[C:4]([CH:9]([N:12]2[C:21]3[C:16](=[CH:17][CH:18]=[C:19]([C:22]([F:25])([F:24])[F:23])[CH:20]=3)[NH:15][CH:14]([CH2:26][CH3:27])[CH2:13]2)[C:10]#[N:11])[CH:5]=[CH:6][C:7]=1[Cl:8].N1C=CC=CC=1.Cl[C:35]([O:37][CH2:38][CH3:39])=[O:36], predict the reaction product. (4) The product is: [Cl:23][C:24]1[CH:31]=[CH:30][C:27]([C:28]#[N:29])=[CH:26][C:25]=1[O:32][C:2]1[N:14]=[C:13]([C:15]2[CH:20]=[C:19]([F:21])[CH:18]=[C:17]([F:22])[CH:16]=2)[CH:12]=[CH:11][C:3]=1[C:4]([O:6][C:7]([CH3:10])([CH3:9])[CH3:8])=[O:5]. Given the reactants Cl[C:2]1[N:14]=[C:13]([C:15]2[CH:20]=[C:19]([F:21])[CH:18]=[C:17]([F:22])[CH:16]=2)[CH:12]=[CH:11][C:3]=1[C:4]([O:6][C:7]([CH3:10])([CH3:9])[CH3:8])=[O:5].[Cl:23][C:24]1[CH:31]=[CH:30][C:27]([C:28]#[N:29])=[CH:26][C:25]=1[OH:32].C(=O)([O-])[O-].[K+].[K+], predict the reaction product. (5) The product is: [F:22][C:23]1[CH:24]=[C:25]2[C:29](=[C:30]([NH:32][CH:33]=[O:34])[CH:31]=1)[NH:28][C:27](=[O:35])/[C:26]/2=[CH:20]\[C:3]1[NH:4][C:5]2[CH2:11][CH2:10][CH2:9][N:8]([CH2:12][CH2:13][N:14]3[CH2:15][CH2:16][CH2:17][CH2:18]3)[C:7](=[O:19])[C:6]=2[C:2]=1[CH3:1]. Given the reactants [CH3:1][C:2]1[C:6]2[C:7](=[O:19])[N:8]([CH2:12][CH2:13][N:14]3[CH2:18][CH2:17][CH2:16][CH2:15]3)[CH2:9][CH2:10][CH2:11][C:5]=2[NH:4][C:3]=1[CH:20]=O.[F:22][C:23]1[CH:24]=[C:25]2[C:29](=[C:30]([NH:32][CH:33]=[O:34])[CH:31]=1)[NH:28][C:27](=[O:35])[CH2:26]2, predict the reaction product. (6) Given the reactants [Cl:1][C:2]1[CH:3]=[C:4]([CH:11]=[CH:12][N:13]=1)[C:5](N(OC)C)=[O:6].[CH3:14][Mg]Br, predict the reaction product. The product is: [C:5]([C:4]1[CH:11]=[CH:12][N:13]=[C:2]([Cl:1])[CH:3]=1)(=[O:6])[CH3:14]. (7) The product is: [N:1]1([C:5]([C:7]2[CH:8]=[CH:9][C:10]([O:13][C:14]3[CH:15]=[C:16]([CH:27]=[C:28]([O:30][C@@H:31]([CH3:34])[CH2:32][OH:33])[CH:29]=3)[C:17]([NH:19][C:20]3[CH:24]=[CH:23][N:22]([CH2:25][CH3:26])[N:21]=3)=[O:18])=[CH:11][CH:12]=2)=[O:6])[CH2:4][CH2:3][CH2:2]1. Given the reactants [N:1]1([C:5]([C:7]2[CH:12]=[CH:11][C:10]([O:13][C:14]3[CH:15]=[C:16]([CH:27]=[C:28]([O:30][C@@H:31]([CH3:34])[CH2:32][OH:33])[CH:29]=3)[C:17]([NH:19][C:20]3[CH:24]=[CH:23][N:22]([CH2:25][CH3:26])[N:21]=3)=[O:18])=[C:9](Cl)[CH:8]=2)=[O:6])[CH2:4][CH2:3][CH2:2]1.C(N(CC)CC)C, predict the reaction product. (8) Given the reactants [CH2:1]1[O:3][CH2:2]1.C1OC1C.[CH2:8]([O:12][C:13]1C=CC(C(C2C=C[C:13]([O:12][CH2:8][CH:9]3[O:11][CH2:10]3)=CC=2)(C)C)=CC=1)[CH:9]1[O:11][CH2:10]1.C(OC1C(Br)=C(Br)C(C(C2C=CC(OCC3OC3)=CC=2)(C)C)=C(Br)C=1Br)C1OC1.C1OC1COC1C(CC2C(OCC3OC3)=CC=CC=2)=CC=CC=1.[CH:85]1[C:90]([C:91]2[C:96]([Br:97])=[CH:95][C:94]([Br:98])=[C:93]([OH:99])[CH:92]=2)=[C:89]([Br:100])[C:88]([Br:101])=[C:87]([OH:102])[CH:86]=1, predict the reaction product. The product is: [CH:85]1[C:90]([C:91]2[C:96]([Br:97])=[CH:95][C:94]([Br:98])=[C:93]([OH:99])[CH:92]=2)=[C:89]([Br:100])[C:88]([Br:101])=[C:87]([OH:102])[CH:86]=1.[CH2:13]([O:12][CH2:8][CH:9]1[O:11][CH2:10]1)[CH:2]1[O:3][CH2:1]1.